From a dataset of Reaction yield outcomes from USPTO patents with 853,638 reactions. Predict the reaction yield, written as a fraction of the theoretical maximum amount of product (1.0 means a 100% yield; for example, 0.34 means a 34% yield). (1) The reactants are O.O.Cl.[NH2:4][C:5]1[N:14]=[C:13]([NH2:15])[C:12]2[C:7](=[N:8][CH:9]=[C:10]([CH2:16][N:17]([CH3:27])[C:18]3[CH:26]=[CH:25][C:21]([C:22](O)=[O:23])=[CH:20][CH:19]=3)[N:11]=2)[N:6]=1.NC1N=C(N)C2C(=NC=C(CN(C3C=CC(C(O)=O)=CC=3)C)N=2)N=1.O.O.C(P(=O)(OCC)OCC)#N.CCN(C(C)C)C(C)C.C(O)(=O)C.[CH2:77]([O:79][C:80](=[O:96])[C@@H:81]([N:83]([CH2:93][CH2:94][NH2:95])[PH:84]([O:86][C:87]1[CH:92]=[CH:91][CH:90]=[CH:89][CH:88]=1)=[O:85])[CH3:82])[CH3:78]. The catalyst is CN(C=O)C. The product is [CH2:77]([O:79][C:80](=[O:96])[CH:81]([N:83]([CH2:93][CH2:94][NH:95][C:22](=[O:23])[C:21]1[CH:20]=[CH:19][C:18]([N:17]([CH2:16][C:10]2[N:11]=[C:12]3[C:7](=[N:8][CH:9]=2)[N:6]=[C:5]([NH2:4])[N:14]=[C:13]3[NH2:15])[CH3:27])=[CH:26][CH:25]=1)[PH:84]([O:86][C:87]1[CH:92]=[CH:91][CH:90]=[CH:89][CH:88]=1)=[O:85])[CH3:82])[CH3:78]. The yield is 0.260. (2) The reactants are Cl.[F:2][C:3]1[CH:10]=[CH:9][CH:8]=[C:7]([O:11][CH2:12][CH:13]2[CH2:18][CH2:17][NH:16][CH2:15][CH2:14]2)[C:4]=1[C:5]#[N:6].[I:19][C:20]1[CH:21]=[C:22]([CH:26]=[CH:27][CH:28]=1)[C:23](Cl)=[O:24].C(N(CC)CC)C. No catalyst specified. The product is [I:19][C:20]1[CH:21]=[C:22]([CH:26]=[CH:27][CH:28]=1)[C:23]([N:16]1[CH2:17][CH2:18][CH:13]([CH2:12][O:11][C:7]2[CH:8]=[CH:9][CH:10]=[C:3]([F:2])[C:4]=2[C:5]#[N:6])[CH2:14][CH2:15]1)=[O:24]. The yield is 0.950. (3) The catalyst is C(Cl)Cl. The reactants are COC1C=CC(C[NH:8][C:9]2[C:14]([C:15]3[N:16]=[C:17]4[N:21]([CH:22]=3)[C:20]([CH2:23][N:24]3[CH2:29][CH2:28][O:27][CH2:26][CH2:25]3)=[CH:19][S:18]4)=[CH:13][CH:12]=[CH:11][N:10]=2)=CC=1.C([SiH](CC)CC)C.FC(F)(F)C(O)=O. The product is [N:24]1([CH2:23][C:20]2[N:21]3[CH:22]=[C:15]([C:14]4[C:9]([NH2:8])=[N:10][CH:11]=[CH:12][CH:13]=4)[N:16]=[C:17]3[S:18][CH:19]=2)[CH2:25][CH2:26][O:27][CH2:28][CH2:29]1. The yield is 1.00.